This data is from Peptide-MHC class I binding affinity with 185,985 pairs from IEDB/IMGT. The task is: Regression. Given a peptide amino acid sequence and an MHC pseudo amino acid sequence, predict their binding affinity value. This is MHC class I binding data. (1) The peptide sequence is EVAQRAYR. The MHC is HLA-B08:01 with pseudo-sequence HLA-B08:01. The binding affinity (normalized) is 0. (2) The peptide sequence is VYWENEVSI. The MHC is HLA-B15:01 with pseudo-sequence HLA-B15:01. The binding affinity (normalized) is 0.0847. (3) The peptide sequence is CHATLTHRL. The MHC is HLA-B07:02 with pseudo-sequence HLA-B07:02. The binding affinity (normalized) is 0.0847. (4) The peptide sequence is APIEHIASM. The MHC is HLA-A26:01 with pseudo-sequence HLA-A26:01. The binding affinity (normalized) is 0.851. (5) The peptide sequence is GRRATAILR. The MHC is HLA-B35:01 with pseudo-sequence HLA-B35:01. The binding affinity (normalized) is 0.0847. (6) The peptide sequence is IFVSLVKKNK. The MHC is HLA-A11:01 with pseudo-sequence HLA-A11:01. The binding affinity (normalized) is 0.304. (7) The peptide sequence is RLRQLPKKK. The MHC is HLA-B58:01 with pseudo-sequence HLA-B58:01. The binding affinity (normalized) is 0.0847.